Dataset: Full USPTO retrosynthesis dataset with 1.9M reactions from patents (1976-2016). Task: Predict the reactants needed to synthesize the given product. Given the product [CH:1]1([N:4]2[C:12]3[C:7](=[CH:8][C:9]([CH3:37])=[CH:10][C:11]=3[CH:13]([O:15][CH2:16][C:17]3([C:30]4[CH:35]=[CH:34][C:33]([F:36])=[CH:32][CH:31]=4)[CH2:18][CH2:19][N:20]([CH3:23])[CH2:21][CH2:22]3)[CH3:14])[CH:6]=[N:5]2)[CH2:2][CH2:3]1, predict the reactants needed to synthesize it. The reactants are: [CH:1]1([N:4]2[C:12]3[C:7](=[CH:8][C:9]([CH3:37])=[CH:10][C:11]=3[CH:13]([O:15][CH2:16][C:17]3([C:30]4[CH:35]=[CH:34][C:33]([F:36])=[CH:32][CH:31]=4)[CH2:22][CH2:21][N:20]([C:23](OC(C)(C)C)=O)[CH2:19][CH2:18]3)[CH3:14])[CH:6]=[N:5]2)[CH2:3][CH2:2]1.C([BH3-])#N.[Na+].C=O.